Dataset: Antibody developability classification from SAbDab with 2,409 antibodies. Task: Regression/Classification. Given an antibody's heavy chain and light chain sequences, predict its developability. TAP uses regression for 5 developability metrics; SAbDab uses binary classification. (1) The antibody is ['EVNLVESGGGLEQSGGSLSLSCAASGFTFTDYYMSWVRQPPGKALEWLALIRNKAKGYTTEYSASVKGRFTISRDNSQSILYLQMNALRAEDSAIYYCARDNGAARATFAYWGQGTLVTVSA', 'DVQITQSPSYLAASPGETITINCRASKSIRKFLAWYREKPGKTNKLLIYSGSTLQSGTPSRFSGSGSGTDFTLTISRLEPEDFAMYYCQQHNDYPLTFGAGTKLELK']. Result: 0 (not developable). (2) The antibody is ['QVQLVQSGPELKKPGETVKISCKASGYMFTNYGMNWVKQAPGKALKWMGWINPYTGESTFADDFKGRFAFFLETSATTAYLQINNLKNEDTATYFCARGTTIVWAMDYWGQGTSVTVSS', 'ELVMTQTPLSLPVSLGDQASISCRSSQSLVHSNGNTYLHWYLQKPGQSPKFLIYKVSNRFSGVPDRFSGSGSGTDFILKISRVEAEDLGVYFCFQSTHFFPTFGGGTKLEIK']. Result: 0 (not developable). (3) The antibody is ['EVQLQQPGAELVKPGASVKLSCKASGYTFTNYWINWVKQRPGQGLEWIGNIYPGSSYTHYNEKFKNKATLTVDTSSSTAYMQLSSLTSDDSAVYYCANKLGWFPYWGQGTLVTVSA', 'DIVMTQAAPSVPVTPGESVSISCRSSKSLLHSNGNTYLYWFLQRPGQSPQLLIYRMSNLASGVPDRFSGSGSGTAFTLRISRVEAEDVGVYYCLQHLEYPFTFGAGTKLELK']. Result: 0 (not developable). (4) The antibody is ['EVQLVQSGAEVKKPGAPVKVSCETSGYRFSDYFVHWVRQAPGQGPEWIGRIRPNSGGTKYAQKFQGRVTMTRDMSMNTAYMELSGLRSDDTAVYYCVRGHCDGTTCSRAYWGQGTLVTVSS', 'DVVMTQSPLSLPVTPGEPASISCRSSQSLLHRSGHKYLHWYLQRPGQSPQVLIYLGSNRASGVPDRFSGSGSGTDFTLKISRVEAEDVGLYYCMQTLQTPWTFGQGTKVEIK']. Result: 1 (developable). (5) The antibody is ['QIQLVQSGPELKKPGETVKISCKASGYAFTNYGVNWVKEAPGKELKWMGWINIYTGEPTYVDDFKGRFAFSLETSASTAYLEINNLKNEDTATYFCTRGDYVNWYFDVWGAGTTVTVSS', 'DVVMTQIPLSLPVNLGDQASISCRSSQSLIHSNGNTYLHWYLQKPGQSPKLLMYKVSNRFYGVPDRFSGSGSGTDFTLKISRVEAEDLGIYFCSQSSHVPPTFGGGTKLEIK']. Result: 0 (not developable). (6) The antibody is ['EVQLVESGGGLVQPGGSLRLSCAASGFTFSSYRMYWVRQPPGKGLEWVSAISAGGGSTYYGDSVKGRFTISRDNAKNTVYLQMNSLKPEDTAVYYCANRAGWGMGDYWGQGTQVTVSS', 'QTVVTQEPSLSVSPGGTVTLTCGLSSGSVTASNYPGWFQQTPGQAPRALIYSTNDRHSGVPSRFSGSISGNKAALTITGAQPEDEADYYCALDIGDITEFGGGTHLTVL']. Result: 1 (developable).